This data is from Full USPTO retrosynthesis dataset with 1.9M reactions from patents (1976-2016). The task is: Predict the reactants needed to synthesize the given product. (1) The reactants are: [C:1]([O:5][C:6](=[O:19])[NH:7][C:8]1[CH:13]=[C:12](Cl)[C:11]([Cl:15])=[CH:10][C:9]=1[N+:16]([O-:18])=[O:17])([CH3:4])([CH3:3])[CH3:2].[NH:20]1[CH2:23][CH2:22][CH2:21]1.CCN(CC)CC. Given the product [C:1]([O:5][C:6](=[O:19])[NH:7][C:8]1[CH:13]=[C:12]([N:20]2[CH2:23][CH2:22][CH2:21]2)[C:11]([Cl:15])=[CH:10][C:9]=1[N+:16]([O-:18])=[O:17])([CH3:4])([CH3:3])[CH3:2], predict the reactants needed to synthesize it. (2) Given the product [NH2:14][C:3]1[CH:4]=[C:5]([N:8]2[CH2:13][CH2:12][O:11][CH2:10][CH2:9]2)[N:6]=[CH:7][C:2]=1[C:23]1[CH2:28][CH2:27][N:26]([C:29]([O:31][C:32]([CH3:35])([CH3:34])[CH3:33])=[O:30])[CH2:25][CH:24]=1, predict the reactants needed to synthesize it. The reactants are: Br[C:2]1[C:3]([NH2:14])=[CH:4][C:5]([N:8]2[CH2:13][CH2:12][O:11][CH2:10][CH2:9]2)=[N:6][CH:7]=1.CC1(C)C(C)(C)OB([C:23]2[CH2:28][CH2:27][N:26]([C:29]([O:31][C:32]([CH3:35])([CH3:34])[CH3:33])=[O:30])[CH2:25][CH:24]=2)O1.C(=O)([O-])[O-].[Na+].[Na+]. (3) Given the product [C:1]1([C:7]2[CH:8]=[CH:9][CH:10]=[C:11]([C:14]([OH:16])=[O:15])[N+:12]=2[O-:13])[CH:2]=[CH:3][CH:4]=[CH:5][CH:6]=1, predict the reactants needed to synthesize it. The reactants are: [C:1]1([C:7]2[CH:8]=[CH:9][CH:10]=[C:11]([C:14]([O:16]C)=[O:15])[N+:12]=2[O-:13])[CH:6]=[CH:5][CH:4]=[CH:3][CH:2]=1.[OH-].[Na+].